This data is from Full USPTO retrosynthesis dataset with 1.9M reactions from patents (1976-2016). The task is: Predict the reactants needed to synthesize the given product. (1) Given the product [CH3:13][NH:8][CH2:7][C:6]1[CH:9]=[CH:10][C:3]([C:2]([F:11])([F:12])[F:1])=[CH:4][CH:5]=1, predict the reactants needed to synthesize it. The reactants are: [F:1][C:2]([F:12])([F:11])[C:3]1[CH:10]=[CH:9][C:6]([CH2:7][NH2:8])=[CH:5][CH:4]=1.[C:13](=O)(OC(C)(C)C)OC(C)(C)C.[Cl-].[NH4+].C(=O)([O-])N.[H-].[H-].[H-].[H-].[Li+].[Al+3]. (2) Given the product [Cl:7][C:8]1[CH:9]=[C:10]([N:15]2[N:19]=[C:18]([CH2:20][OH:21])[C:17]([C:25]3[CH:30]=[CH:29][CH:28]=[CH:27][C:26]=3[F:31])=[N:16]2)[CH:11]=[CH:12][C:13]=1[Cl:14], predict the reactants needed to synthesize it. The reactants are: [H-].[Al+3].[Li+].[H-].[H-].[H-].[Cl:7][C:8]1[CH:9]=[C:10]([N:15]2[N:19]=[C:18]([C:20](OCC)=[O:21])[C:17]([C:25]3[CH:30]=[CH:29][CH:28]=[CH:27][C:26]=3[F:31])=[N:16]2)[CH:11]=[CH:12][C:13]=1[Cl:14]. (3) Given the product [Br:1][CH2:2][CH2:3][CH2:4][CH2:5][O:6][CH2:7][CH2:8][CH2:9][Br:12], predict the reactants needed to synthesize it. The reactants are: [Br:1][CH2:2][CH2:3][CH2:4][CH2:5][O:6][CH2:7][CH2:8][CH2:9]O.C(Br)(Br)(Br)[Br:12].C1(P(C2C=CC=CC=2)C2C=CC=CC=2)C=CC=CC=1.CCCCCCC. (4) Given the product [Cl:1][C:2]1[C:7]([C:8]([NH:25][C@@H:23]([C:20]2[CH:21]=[CH:22][C:17]([CH3:16])=[CH:18][CH:19]=2)[CH3:24])=[O:9])=[CH:6][N:5]=[C:4]2[N:11]([CH2:14][CH3:15])[N:12]=[CH:13][C:3]=12, predict the reactants needed to synthesize it. The reactants are: [Cl:1][C:2]1[C:7]([C:8](Cl)=[O:9])=[CH:6][N:5]=[C:4]2[N:11]([CH2:14][CH3:15])[N:12]=[CH:13][C:3]=12.[CH3:16][C:17]1[CH:22]=[CH:21][C:20]([C@H:23]([NH2:25])[CH3:24])=[CH:19][CH:18]=1.CCN(C(C)C)C(C)C. (5) Given the product [OH:15][C:14]1[C:13]2[C:8](=[CH:9][C:10]([O:16][C:17]3[CH:22]=[CH:21][CH:20]=[CH:19][CH:18]=3)=[CH:11][CH:12]=2)[C:7]([C:23]([F:25])([F:26])[F:24])=[N:6][C:5]=1[C:3]([NH:27][CH2:28][CH2:29][C:30]([OH:32])=[O:31])=[O:4], predict the reactants needed to synthesize it. The reactants are: CO[C:3]([C:5]1[N:6]=[C:7]([C:23]([F:26])([F:25])[F:24])[C:8]2[C:13]([C:14]=1[OH:15])=[CH:12][CH:11]=[C:10]([O:16][C:17]1[CH:22]=[CH:21][CH:20]=[CH:19][CH:18]=1)[CH:9]=2)=[O:4].[NH2:27][CH2:28][CH2:29][C:30]([OH:32])=[O:31].C[O-].[Na+]. (6) The reactants are: [CH2:1]([O:8][C@@H:9]1[C@@H:17]([C@H:18]([CH:20]2[S:25][CH2:24][CH2:23][CH2:22][S:21]2)[OH:19])[O:16][C@H:15]2[C@H:11]([N:12]=[C:13]([N:26]([CH3:28])[CH3:27])[S:14]2)[C@H:10]1[O:29][CH2:30][C:31]1[CH:36]=[CH:35][CH:34]=[CH:33][CH:32]=1)[C:2]1[CH:7]=[CH:6][CH:5]=[CH:4][CH:3]=1.[H-].[Na+].Br[CH2:40][C:41]1[CH:46]=[CH:45][CH:44]=[CH:43][CH:42]=1. Given the product [CH2:1]([O:8][C@@H:9]1[C@@H:17]([C@@H:18]([O:19][CH2:40][C:41]2[CH:46]=[CH:45][CH:44]=[CH:43][CH:42]=2)[CH:20]2[S:25][CH2:24][CH2:23][CH2:22][S:21]2)[O:16][C@H:15]2[C@H:11]([N:12]=[C:13]([N:26]([CH3:28])[CH3:27])[S:14]2)[C@H:10]1[O:29][CH2:30][C:31]1[CH:32]=[CH:33][CH:34]=[CH:35][CH:36]=1)[C:2]1[CH:3]=[CH:4][CH:5]=[CH:6][CH:7]=1, predict the reactants needed to synthesize it. (7) The reactants are: [F:1][C:2]1[CH:7]=[CH:6][C:5]([C:8]([CH3:16])([O:10][CH2:11][C@@H:12]([OH:15])[CH2:13][OH:14])[CH3:9])=[CH:4][CH:3]=1.N1C=CN=C1.[C:22]([Si:26](Cl)([CH3:28])[CH3:27])([CH3:25])([CH3:24])[CH3:23].O. Given the product [C:22]([Si:26]([CH3:28])([CH3:27])[O:14][CH2:13][C@H:12]([OH:15])[CH2:11][O:10][C:8]([C:5]1[CH:4]=[CH:3][C:2]([F:1])=[CH:7][CH:6]=1)([CH3:16])[CH3:9])([CH3:25])([CH3:24])[CH3:23], predict the reactants needed to synthesize it. (8) Given the product [CH2:1]([O:8][C:9]([N:11]1[CH2:23][CH2:22][C:21]2[C:20]3[C:15](=[CH:16][CH:17]=[CH:18][CH:19]=3)[N:14]([CH2:31][C:30]3[CH:33]=[CH:34][C:27]([F:26])=[CH:28][CH:29]=3)[C:13]=2[CH2:12]1)=[O:10])[C:2]1[CH:3]=[CH:4][CH:5]=[CH:6][CH:7]=1, predict the reactants needed to synthesize it. The reactants are: [CH2:1]([O:8][C:9]([N:11]1[CH2:23][CH2:22][C:21]2[C:20]3[C:15](=[CH:16][CH:17]=[CH:18][CH:19]=3)[NH:14][C:13]=2[CH2:12]1)=[O:10])[C:2]1[CH:7]=[CH:6][CH:5]=[CH:4][CH:3]=1.[H-].[Na+].[F:26][C:27]1[CH:34]=[CH:33][C:30]([CH2:31]Br)=[CH:29][CH:28]=1.O. (9) Given the product [CH:1]1([N:7]([CH2:21][C:22]([N:29]([O:30][CH3:31])[CH3:28])=[O:23])[CH:8]2[CH2:13][CH2:12][N:11]([C:14]([O:16][C:17]([CH3:20])([CH3:19])[CH3:18])=[O:15])[CH2:10][CH2:9]2)[CH2:6][CH2:5][CH2:4][CH2:3][CH2:2]1, predict the reactants needed to synthesize it. The reactants are: [CH:1]1([N:7]([CH2:21][C:22](OCC)=[O:23])[CH:8]2[CH2:13][CH2:12][N:11]([C:14]([O:16][C:17]([CH3:20])([CH3:19])[CH3:18])=[O:15])[CH2:10][CH2:9]2)[CH2:6][CH2:5][CH2:4][CH2:3][CH2:2]1.Cl.[CH3:28][NH:29][O:30][CH3:31].C([Mg]Cl)(C)C.C([Mg])(C)C. (10) Given the product [N+:8]([C:6]1[CH:5]=[C:4]([NH:11][C:12](=[O:14])[CH3:13])[CH:3]=[C:2]([C:17]2[CH:22]=[CH:21][CH:20]=[CH:19][CH:18]=2)[CH:7]=1)([O-:10])=[O:9], predict the reactants needed to synthesize it. The reactants are: Br[C:2]1[CH:3]=[C:4]([NH:11][C:12](=[O:14])[CH3:13])[CH:5]=[C:6]([N+:8]([O-:10])=[O:9])[CH:7]=1.N#N.[C:17]1(B(O)O)[CH:22]=[CH:21][CH:20]=[CH:19][CH:18]=1.C(=O)([O-])[O-].[Na+].[Na+].